This data is from Full USPTO retrosynthesis dataset with 1.9M reactions from patents (1976-2016). The task is: Predict the reactants needed to synthesize the given product. (1) Given the product [C:33]([O:32][C:30]([N:27]1[CH2:28][CH2:29][CH:24]([NH:23][C:15]2[CH:16]=[CH:17][C:12]([S:9](=[O:11])(=[O:10])[N:8]([C:5]3[CH:6]=[CH:7][C:2]([F:1])=[CH:3][CH:4]=3)[CH2:19][CH:20]([CH3:22])[CH3:21])=[CH:13][N:14]=2)[CH2:25][CH2:26]1)=[O:31])([CH3:36])([CH3:34])[CH3:35], predict the reactants needed to synthesize it. The reactants are: [F:1][C:2]1[CH:7]=[CH:6][C:5]([N:8]([CH2:19][CH:20]([CH3:22])[CH3:21])[S:9]([C:12]2[CH:13]=[N:14][C:15](Cl)=[CH:16][CH:17]=2)(=[O:11])=[O:10])=[CH:4][CH:3]=1.[NH2:23][CH:24]1[CH2:29][CH2:28][N:27]([C:30]([O:32][C:33]([CH3:36])([CH3:35])[CH3:34])=[O:31])[CH2:26][CH2:25]1.CCN(C(C)C)C(C)C.C([O-])(O)=O.[Na+]. (2) Given the product [OH:23][C:22]1[C:21]([C:15]2[C:16]([F:20])=[CH:17][CH:18]=[CH:19][C:14]=2[Cl:13])=[C:27]([OH:28])[N:3]2[N:4]=[N:5][N:6]=[C:2]2[N:1]=1, predict the reactants needed to synthesize it. The reactants are: [NH2:1][C:2]1[NH:6][N:5]=[N:4][N:3]=1.NN1N=NC=N1.[Cl:13][C:14]1[CH:19]=[CH:18][CH:17]=[C:16]([F:20])[C:15]=1[CH:21]([C:27](OCC)=[O:28])[C:22](OCC)=[O:23].C(N(CCCC)CCCC)CCC.[OH-].[Na+]. (3) The reactants are: [NH2:1][CH2:2][CH2:3][NH:4][C:5]1[N:13]=[C:12]([Cl:14])[N:11]=[C:10]2[C:6]=1[N:7]=[CH:8][N:9]2[CH:15]1[CH2:19][CH2:18][CH2:17][CH2:16]1.C(Cl)Cl.C(N(CC)CC)C.[CH3:30][O:31][C:32]1[CH:33]=[C:34]([CH:38]=[CH:39][C:40]=1[O:41][CH3:42])[C:35](Cl)=[O:36]. Given the product [Cl:14][C:12]1[N:11]=[C:10]2[C:6]([N:7]=[CH:8][N:9]2[CH:15]2[CH2:19][CH2:18][CH2:17][CH2:16]2)=[C:5]([NH:4][CH2:3][CH2:2][NH:1][C:35](=[O:36])[C:34]2[CH:38]=[CH:39][C:40]([O:41][CH3:42])=[C:32]([O:31][CH3:30])[CH:33]=2)[N:13]=1, predict the reactants needed to synthesize it. (4) Given the product [C:40]([O:39][C:37]([N:31]1[CH2:32][CH:33]2[CH2:36][CH:30]1[CH2:35][N:34]2[C:2]1[CH:29]=[CH:28][C:5]([C:6](=[O:7])[NH:8][CH2:9][C:10]2[C:19](=[O:20])[C:18]3[C:13](=[CH:14][C:15]([Cl:21])=[CH:16][CH:17]=3)[N:12]([C:22]3[CH:23]=[CH:24][CH:25]=[CH:26][CH:27]=3)[CH:11]=2)=[CH:4][N:3]=1)=[O:38])([CH3:43])([CH3:41])[CH3:42], predict the reactants needed to synthesize it. The reactants are: Cl[C:2]1[CH:29]=[CH:28][C:5]([C:6]([NH:8][CH2:9][C:10]2[C:19](=[O:20])[C:18]3[C:13](=[CH:14][C:15]([Cl:21])=[CH:16][CH:17]=3)[N:12]([C:22]3[CH:27]=[CH:26][CH:25]=[CH:24][CH:23]=3)[CH:11]=2)=[O:7])=[CH:4][N:3]=1.[C@H:30]12[CH2:36][C@H:33]([NH:34][CH2:35]1)[CH2:32][N:31]2[C:37]([O:39][C:40]([CH3:43])([CH3:42])[CH3:41])=[O:38].C(N(CC)C(C)C)(C)C.CC#N. (5) Given the product [CH3:63][O:64][C:65]1[CH:71]=[C:70]([S:72]([N:75]2[CH2:80][CH2:79][O:78][CH2:77][CH2:76]2)(=[O:73])=[O:74])[CH:69]=[CH:68][C:66]=1[NH:67][C:30]([C@@H:20]1[NH:19][C@@H:18]([CH2:33][C:34]([CH3:35])([CH3:36])[CH3:37])[C@:17]2([C:12]3[C:13](=[CH:14][C:9]([Cl:8])=[CH:10][CH:11]=3)[NH:15][C:16]2=[O:38])[C@H:21]1[C:22]1[CH:27]=[CH:26][CH:25]=[C:24]([Cl:28])[C:23]=1[F:29])=[O:32], predict the reactants needed to synthesize it. The reactants are: FC(F)(F)C(O)=O.[Cl:8][C:9]1[CH:14]=[C:13]2[NH:15][C:16](=[O:38])[C@:17]3([C@@H:21]([C:22]4[CH:27]=[CH:26][CH:25]=[C:24]([Cl:28])[C:23]=4[F:29])[C@H:20]([C:30]([OH:32])=O)[NH:19][C@H:18]3[CH2:33][C:34]([CH3:37])([CH3:36])[CH3:35])[C:12]2=[CH:11][CH:10]=1.C(N(C(C)C)CC)(C)C.C1(P(Cl)(C2C=CC=CC=2)=O)C=CC=CC=1.[CH3:63][O:64][C:65]1[CH:71]=[C:70]([S:72]([N:75]2[CH2:80][CH2:79][O:78][CH2:77][CH2:76]2)(=[O:74])=[O:73])[CH:69]=[CH:68][C:66]=1[NH2:67]. (6) Given the product [Cl:39][C:36]1[CH:37]=[CH:38][C:33]([C@@:13]23[O:32][C@@:10]([CH:50]([OH:54])[C:51]#[C:52][CH3:53])([CH2:11][O:12]2)[C@@H:9]([OH:8])[C@H:15]([OH:16])[C@H:14]3[OH:24])=[CH:34][C:35]=1[CH2:40][C:41]1[CH:42]=[CH:43][C:44]([O:47][CH2:48][CH3:49])=[CH:45][CH:46]=1, predict the reactants needed to synthesize it. The reactants are: C([O:8][C@H:9]1[C@H:15]([O:16]CC2C=CC=CC=2)[C@@H:14]([O:24]CC2C=CC=CC=2)[C@:13]2([C:33]3[CH:38]=[CH:37][C:36]([Cl:39])=[C:35]([CH2:40][C:41]4[CH:46]=[CH:45][C:44]([O:47][CH2:48][CH3:49])=[CH:43][CH:42]=4)[CH:34]=3)[O:32][C@@:10]1([CH:50]([OH:54])[C:51]#[C:52][CH3:53])[CH2:11][O:12]2)C1C=CC=CC=1.B(Cl)(Cl)Cl.